From a dataset of Reaction yield outcomes from USPTO patents with 853,638 reactions. Predict the reaction yield, written as a fraction of the theoretical maximum amount of product (1.0 means a 100% yield; for example, 0.34 means a 34% yield). (1) The reactants are [CH2:1]([N:8]([CH2:24][C:25]1[CH:30]=[CH:29][C:28]([C:31]2[CH:36]=[CH:35][C:34]([OH:37])=[C:33]([Br:38])[CH:32]=2)=[CH:27][CH:26]=1)[C:9]([C:11]1[C:15]2[CH:16]=[CH:17][CH:18]=[CH:19][C:14]=2[O:13][C:12]=1[CH2:20][CH2:21][CH2:22][CH3:23])=[O:10])[C:2]1[CH:7]=[CH:6][CH:5]=[CH:4][CH:3]=1.Br[CH2:40][C:41]#[N:42].C(=O)([O-])[O-].[K+].[K+]. The catalyst is CN(C=O)C. The product is [CH2:1]([N:8]([CH2:24][C:25]1[CH:26]=[CH:27][C:28]([C:31]2[CH:36]=[CH:35][C:34]([O:37][CH2:40][C:41]#[N:42])=[C:33]([Br:38])[CH:32]=2)=[CH:29][CH:30]=1)[C:9]([C:11]1[C:15]2[CH:16]=[CH:17][CH:18]=[CH:19][C:14]=2[O:13][C:12]=1[CH2:20][CH2:21][CH2:22][CH3:23])=[O:10])[C:2]1[CH:7]=[CH:6][CH:5]=[CH:4][CH:3]=1. The yield is 0.690. (2) The catalyst is CN(C)C=O. The product is [CH3:1][C:2]1[CH:7]=[CH:6][CH:5]=[CH:4][C:3]=1[CH:8]1[CH2:9][C:10](=[O:20])[CH2:11][CH:12]([C:13]2[CH:18]=[CH:17][CH:16]=[CH:15][C:14]=2[CH3:19])[N:22]1[CH3:21]. The reactants are [CH3:1][C:2]1[CH:7]=[CH:6][CH:5]=[CH:4][C:3]=1[CH:8]=[CH:9][C:10](=[O:20])[CH:11]=[CH:12][C:13]1[CH:18]=[CH:17][CH:16]=[CH:15][C:14]=1[CH3:19].[CH3:21][NH2:22].O. The yield is 0.520. (3) The reactants are C([O:3][C:4](=[O:33])[CH2:5][CH2:6][C:7]1[CH:12]=[CH:11][CH:10]=[C:9]([N:13]2[C:17]([NH:18][C:19]([NH:21][C:22]3[CH:27]=[CH:26][C:25]([F:28])=[CH:24][CH:23]=3)=[O:20])=[CH:16][C:15]([C:29]([CH3:32])([CH3:31])[CH3:30])=[N:14]2)[CH:8]=1)C.[Li+].[OH-]. The catalyst is CO. The product is [C:29]([C:15]1[CH:16]=[C:17]([NH:18][C:19]([NH:21][C:22]2[CH:23]=[CH:24][C:25]([F:28])=[CH:26][CH:27]=2)=[O:20])[N:13]([C:9]2[CH:8]=[C:7]([CH2:6][CH2:5][C:4]([OH:33])=[O:3])[CH:12]=[CH:11][CH:10]=2)[N:14]=1)([CH3:32])([CH3:30])[CH3:31]. The yield is 0.900. (4) The reactants are [OH:1][C:2]1[CH:7]=[CH:6][C:5]([CH2:8][CH2:9][CH2:10][OH:11])=[CH:4][CH:3]=1.[H-].[Na+].Br[CH2:15][CH2:16][CH2:17][CH2:18][CH2:19][C:20]#[N:21]. The catalyst is CN(C=O)C. The product is [C:20]([CH2:19][CH2:18][CH2:17][CH2:16][CH2:15][O:1][C:2]1[CH:3]=[CH:4][C:5]([CH2:8][CH2:9][CH2:10][O:11][CH2:15][CH2:16][CH2:17][CH2:18][CH2:19][C:20]#[N:21])=[CH:6][CH:7]=1)#[N:21]. The yield is 0.300. (5) The reactants are Cl.Cl.[CH2:3]([O:5][C:6]1[CH:7]=[C:8]2[C:13](=[C:14]3[CH2:18][C:17]([CH3:20])([CH3:19])[O:16][C:15]=13)[C:12]([C:21]1[CH:22]=[C:23]([NH2:27])[CH:24]=[CH:25][CH:26]=1)=[N:11][C:10]([CH3:29])([CH3:28])[CH2:9]2)[CH3:4].[C:30]([NH:33][C:34]1[CH:35]=[C:36]([CH:40]=[CH:41][CH:42]=1)[C:37](O)=[O:38])(=[O:32])[CH3:31].O.ON1C2C=CC=CC=2N=N1.C(N(CC)CC)C.Cl.C(N=C=NCCCN(C)C)C. The catalyst is CN(C)C=O.O. The product is [C:30]([NH:33][C:34]1[CH:35]=[C:36]([CH:40]=[CH:41][CH:42]=1)[C:37]([NH:27][C:23]1[CH:24]=[CH:25][CH:26]=[C:21]([C:12]2[C:13]3[C:8](=[CH:7][C:6]([O:5][CH2:3][CH3:4])=[C:15]4[O:16][C:17]([CH3:20])([CH3:19])[CH2:18][C:14]4=3)[CH2:9][C:10]([CH3:28])([CH3:29])[N:11]=2)[CH:22]=1)=[O:38])(=[O:32])[CH3:31]. The yield is 0.630. (6) The reactants are [Cl:1][C:2]1[N:7]=[C:6]([C:8]([OH:10])=O)[C:5]([CH3:11])=[CH:4][CH:3]=1.[NH2:12][C:13]1[C:22]([CH3:23])=[CH:21][C:16]([C:17]([O:19][CH3:20])=[O:18])=[CH:15][C:14]=1[CH3:24].C(N(CC)CC)C.CCCP1(OP(CCC)(=O)OP(CCC)(=O)O1)=O. The catalyst is C(Cl)Cl. The product is [Cl:1][C:2]1[N:7]=[C:6]([C:8]([NH:12][C:13]2[C:14]([CH3:24])=[CH:15][C:16]([C:17]([O:19][CH3:20])=[O:18])=[CH:21][C:22]=2[CH3:23])=[O:10])[C:5]([CH3:11])=[CH:4][CH:3]=1. The yield is 0.810. (7) The reactants are [H-].[Na+].C[C:4](P(OC)(O)=O)([C:6]([O-:8])=[O:7])[CH3:5].[C:14]([O:18][C:19]([NH:21][CH:22]([C:26]1[CH:31]=[CH:30][C:29]([O:32][C:33]2[CH:38]=[CH:37][C:36](C=O)=[CH:35][CH:34]=2)=[CH:28][CH:27]=1)[C:23]([OH:25])=[O:24])=[O:20])([CH3:17])([CH3:16])[CH3:15].[CH3:41]CCCCC. The catalyst is C1COCC1. The product is [CH3:41][O:8][C:6](=[O:7])[CH:4]=[CH:5][C:36]1[CH:35]=[CH:34][C:33]([O:32][C:29]2[CH:30]=[CH:31][C:26]([CH:22]([NH:21][C:19]([O:18][C:14]([CH3:15])([CH3:17])[CH3:16])=[O:20])[C:23]([OH:25])=[O:24])=[CH:27][CH:28]=2)=[CH:38][CH:37]=1. The yield is 1.00. (8) The reactants are [CH2:1]([N:8]1[CH2:15][C@@H:14]2[C@@H:10]([CH2:11][NH:12][CH2:13]2)[CH2:9]1)[C:2]1[CH:7]=[CH:6][CH:5]=[CH:4][CH:3]=1.CCN(C(C)C)C(C)C.[CH3:25][C:26]([O:29][C:30](O[C:30]([O:29][C:26]([CH3:28])([CH3:27])[CH3:25])=[O:31])=[O:31])([CH3:28])[CH3:27]. The catalyst is C1COCC1.C(OCC)(=O)C. The product is [CH2:1]([N:8]1[CH2:9][C@@H:10]2[CH2:11][N:12]([C:30]([O:29][C:26]([CH3:28])([CH3:27])[CH3:25])=[O:31])[CH2:13][C@@H:14]2[CH2:15]1)[C:2]1[CH:7]=[CH:6][CH:5]=[CH:4][CH:3]=1. The yield is 0.800. (9) The reactants are [Si:1]([O:8][C@@H:9]1[CH2:14][CH2:13][C@H:12]([C:15]([OH:51])([CH:26]([C@H:37]2[CH2:42][CH2:41][C@@H:40]([O:43][Si:44]([C:47]([CH3:50])([CH3:49])[CH3:48])([CH3:46])[CH3:45])[CH2:39][CH2:38]2)[C:27]([O:29]CC2C=CC=CC=2)=[O:28])[C:16]([O:18]CC2C=CC=CC=2)=[O:17])[CH2:11][CH2:10]1)([C:4]([CH3:7])([CH3:6])[CH3:5])([CH3:3])[CH3:2].[H][H]. The catalyst is C(O)C.[Pd].[C]. The product is [Si:1]([O:8][C@@H:9]1[CH2:10][CH2:11][C@H:12]([C:15]([OH:51])([CH:26]([C@H:37]2[CH2:38][CH2:39][C@@H:40]([O:43][Si:44]([C:47]([CH3:50])([CH3:49])[CH3:48])([CH3:45])[CH3:46])[CH2:41][CH2:42]2)[C:27]([OH:29])=[O:28])[C:16]([OH:18])=[O:17])[CH2:13][CH2:14]1)([C:4]([CH3:6])([CH3:5])[CH3:7])([CH3:3])[CH3:2]. The yield is 0.730. (10) The reactants are [NH2:1][C:2]([NH2:4])=[O:3].[CH3:5][O:6][C:7]1[CH:12]=[CH:11][CH:10]=[CH:9][C:8]=1[CH:13]1[CH2:17][CH2:16][CH:15]([C:18](OC)=[O:19])[C:14]1=O.CO. The catalyst is O. The product is [CH3:5][O:6][C:7]1[CH:12]=[CH:11][CH:10]=[CH:9][C:8]=1[CH:13]1[C:14]2[N:1]=[C:2]([OH:3])[N:4]=[C:18]([OH:19])[C:15]=2[CH2:16][CH2:17]1. The yield is 0.770.